From a dataset of Forward reaction prediction with 1.9M reactions from USPTO patents (1976-2016). Predict the product of the given reaction. Given the reactants [N+:1]([C:4]1[CH:5]=[C:6]([CH:12]=[O:13])[CH:7]=[C:8]([CH:11]=1)[CH:9]=[O:10])([O-:3])=[O:2].O.C1(C)C=CC(S(O)(=O)=O)=CC=1.[CH3:26][C:27]([CH3:32])([CH2:30]O)[CH2:28][OH:29].C(=O)([O-])O.[Na+], predict the reaction product. The product is: [N+:1]([C:4]1[CH:11]=[C:8]([CH:9]2[O:29][CH2:28][C:27]([CH3:32])([CH3:30])[CH2:26][O:10]2)[CH:7]=[C:6]([CH:12]=[O:13])[CH:5]=1)([O-:3])=[O:2].